From a dataset of Catalyst prediction with 721,799 reactions and 888 catalyst types from USPTO. Predict which catalyst facilitates the given reaction. (1) Reactant: [CH2:1]1[CH:5]2[CH2:6][NH:7][CH2:8][CH:4]2[CH2:3][N:2]1[C:9]([C:11]1[CH:16]=[CH:15][C:14]([O:17][CH3:18])=[CH:13][C:12]=1[N:19]1[N:23]=[CH:22][CH:21]=[N:20]1)=[O:10].Cl[C:25]1[N:30]=[C:29]([CH3:31])[CH:28]=[C:27]([CH3:32])[N:26]=1. Product: [CH3:32][C:27]1[CH:28]=[C:29]([CH3:31])[N:30]=[C:25]([N:7]2[CH2:8][CH:4]3[CH:5]([CH2:1][N:2]([C:9]([C:11]4[CH:16]=[CH:15][C:14]([O:17][CH3:18])=[CH:13][C:12]=4[N:19]4[N:20]=[CH:21][CH:22]=[N:23]4)=[O:10])[CH2:3]3)[CH2:6]2)[N:26]=1. The catalyst class is: 31. (2) The catalyst class is: 37. Product: [CH:30]1([N:27]2[CH2:28][CH2:29][CH:24]([C:21]3[CH:20]=[CH:19][C:18]([NH:17][C:10]4[C:11]([C:14]([NH2:16])=[O:15])=[N:12][CH:13]=[C:8]([N:4]5[CH2:5][CH2:6][CH2:7][C@@H:2]([NH:1][C:44](=[O:47])[CH2:45][CH3:46])[CH2:3]5)[N:9]=4)=[CH:23][CH:22]=3)[CH2:25][CH2:26]2)[CH2:31][CH2:32][CH2:33][CH2:34]1. Reactant: [NH2:1][C@@H:2]1[CH2:7][CH2:6][CH2:5][N:4]([C:8]2[N:9]=[C:10]([NH:17][C:18]3[CH:23]=[CH:22][C:21]([CH:24]4[CH2:29][CH2:28][N:27]([CH:30]5[CH2:34][CH2:33][CH2:32][CH2:31]5)[CH2:26][CH2:25]4)=[CH:20][CH:19]=3)[C:11]([C:14]([NH2:16])=[O:15])=[N:12][CH:13]=2)[CH2:3]1.CCN(C(C)C)C(C)C.[C:44](Cl)(=[O:47])[CH2:45][CH3:46]. (3) Reactant: [CH3:1][O:2][C:3]1[CH:21]=[CH:20][C:6]([O:7][C:8]2[CH:9]=[CH:10][C:11]3[N:15]=[C:14]([CH2:16][OH:17])[N:13]([CH3:18])[C:12]=3[CH:19]=2)=[CH:5][CH:4]=1.O[C:23]1[CH:24]=[C:25]([CH:30]=[CH:31][CH:32]=1)[C:26]([O:28][CH3:29])=[O:27].C(P(CCCC)CCCC)CCC.N(C(N1CCCCC1)=O)=NC(N1CCCCC1)=O. Product: [CH3:1][O:2][C:3]1[CH:21]=[CH:20][C:6]([O:7][C:8]2[CH:9]=[CH:10][C:11]3[N:15]=[C:14]([CH2:16][O:17][C:23]4[CH:24]=[C:25]([CH:30]=[CH:31][CH:32]=4)[C:26]([O:28][CH3:29])=[O:27])[N:13]([CH3:18])[C:12]=3[CH:19]=2)=[CH:5][CH:4]=1. The catalyst class is: 4. (4) Reactant: [CH2:1]([O:3][C:4](=[O:31])[CH2:5][O:6][C:7]1[CH:12]=[CH:11][C:10]([NH:13][CH2:14][C:15]2[S:19][C:18]([C:20]3[CH:25]=[CH:24][C:23]([C:26]([F:29])([F:28])[F:27])=[CH:22][CH:21]=3)=[N:17][C:16]=2[CH3:30])=[CH:9][CH:8]=1)[CH3:2].[CH2:32]=O. Product: [CH2:1]([O:3][C:4](=[O:31])[CH2:5][O:6][C:7]1[CH:12]=[CH:11][C:10]([N:13]([CH3:32])[CH2:14][C:15]2[S:19][C:18]([C:20]3[CH:21]=[CH:22][C:23]([C:26]([F:29])([F:27])[F:28])=[CH:24][CH:25]=3)=[N:17][C:16]=2[CH3:30])=[CH:9][CH:8]=1)[CH3:2]. The catalyst class is: 12. (5) Reactant: [F:1][C:2]1[CH:3]=[C:4]2[C:9](=[C:10]([N:12]3[CH2:17][CH2:16][N:15]([CH3:18])[CH2:14][CH2:13]3)[CH:11]=1)[O:8][CH:7]([C:19]([NH:21][C:22]1[CH:27]=[CH:26][C:25]([N:28]3[CH2:33][CH2:32][N:31]([C:34](=[O:37])[CH2:35][CH3:36])[CH2:30][CH2:29]3)=[CH:24][CH:23]=1)=[O:20])[CH2:6][CH:5]2O. Product: [F:1][C:2]1[CH:3]=[C:4]2[C:9](=[C:10]([N:12]3[CH2:13][CH2:14][N:15]([CH3:18])[CH2:16][CH2:17]3)[CH:11]=1)[O:8][CH:7]([C:19]([NH:21][C:22]1[CH:23]=[CH:24][C:25]([N:28]3[CH2:29][CH2:30][N:31]([C:34](=[O:37])[CH2:35][CH3:36])[CH2:32][CH2:33]3)=[CH:26][CH:27]=1)=[O:20])[CH2:6][CH2:5]2. The catalyst class is: 55.